This data is from CYP3A4 inhibition data for predicting drug metabolism from PubChem BioAssay. The task is: Regression/Classification. Given a drug SMILES string, predict its absorption, distribution, metabolism, or excretion properties. Task type varies by dataset: regression for continuous measurements (e.g., permeability, clearance, half-life) or binary classification for categorical outcomes (e.g., BBB penetration, CYP inhibition). Dataset: cyp3a4_veith. (1) The drug is Cc1nc2cncnc2n(C2CC2)c1=O. The result is 1 (inhibitor). (2) The molecule is CCN(CC)C(=O)C(=O)N/N=C/c1cccs1. The result is 0 (non-inhibitor).